Dataset: Forward reaction prediction with 1.9M reactions from USPTO patents (1976-2016). Task: Predict the product of the given reaction. Given the reactants [C:1]([O:5][C:6]([N:8]1[C@@H:12]([CH2:13][C:14]([CH3:18])([CH3:17])[CH2:15][OH:16])[CH2:11][O:10][C:9]1([CH3:20])[CH3:19])=[O:7])([CH3:4])([CH3:3])[CH3:2].C(N(CC)CC)C.[CH3:28][S:29](Cl)(=[O:31])=[O:30], predict the reaction product. The product is: [C:1]([O:5][C:6]([N:8]1[C@@H:12]([CH2:13][C:14]([CH3:18])([CH3:17])[CH2:15][O:16][S:29]([CH3:28])(=[O:31])=[O:30])[CH2:11][O:10][C:9]1([CH3:20])[CH3:19])=[O:7])([CH3:4])([CH3:3])[CH3:2].